Dataset: Full USPTO retrosynthesis dataset with 1.9M reactions from patents (1976-2016). Task: Predict the reactants needed to synthesize the given product. (1) Given the product [CH3:20][O:21][C:25](=[O:26])[C:2]1[CH:7]=[CH:6][CH:5]=[C:4]([S:8][CH2:9][C:10](=[O:12])[CH3:11])[CH:3]=1, predict the reactants needed to synthesize it. The reactants are: Br[C:2]1[CH:3]=[C:4]([S:8][CH2:9][C:10](=[O:12])[CH3:11])[CH:5]=[CH:6][CH:7]=1.C(N(CC)CC)C.[CH3:20][OH:21].CN([CH:25]=[O:26])C. (2) Given the product [C:1]([O:5][C@@H:6]([C:11]1[C:36]([CH3:37])=[CH:35][C:14]2[N:15]=[C:16]([N:18]3[CH:23]=[CH:22][CH:21]=[C:20]([C:24]4[CH:25]=[C:26]5[C:30](=[CH:31][CH:32]=4)[N:29]([CH3:33])[N:28]=[CH:27]5)[C:19]3=[O:34])[S:17][C:13]=2[C:12]=1[C:38]1[CH:39]=[CH:40][C:41]([Cl:44])=[CH:42][CH:43]=1)[C:7]([OH:9])=[O:8])([CH3:4])([CH3:2])[CH3:3], predict the reactants needed to synthesize it. The reactants are: [C:1]([O:5][C@@H:6]([C:11]1[C:36]([CH3:37])=[CH:35][C:14]2[N:15]=[C:16]([N:18]3[CH:23]=[CH:22][CH:21]=[C:20]([C:24]4[CH:25]=[C:26]5[C:30](=[CH:31][CH:32]=4)[N:29]([CH3:33])[N:28]=[CH:27]5)[C:19]3=[O:34])[S:17][C:13]=2[C:12]=1[C:38]1[CH:43]=[CH:42][C:41]([Cl:44])=[CH:40][CH:39]=1)[C:7]([O:9]C)=[O:8])([CH3:4])([CH3:3])[CH3:2].[OH-].[Na+]. (3) Given the product [CH:12]([CH:15]1[CH2:20][CH2:19][N:18]([CH2:1][C:3]2[S:7][C:6]([NH:8][C:9](=[O:11])[CH3:10])=[N:5][CH:4]=2)[CH2:17][CH2:16]1)([CH3:14])[CH3:13], predict the reactants needed to synthesize it. The reactants are: [CH:1]([C:3]1[S:7][C:6]([NH:8][C:9](=[O:11])[CH3:10])=[N:5][CH:4]=1)=O.[CH:12]([CH:15]1[CH2:20][CH2:19][NH:18][CH2:17][CH2:16]1)([CH3:14])[CH3:13]. (4) Given the product [Cl:19][C:13]1[CH:14]=[CH:15][CH:16]=[C:17]([Cl:18])[C:12]=1[N:6]1[C:7]([CH3:11])=[CH:8][C:9]([OH:10])=[CH:4][C:5]1=[O:20], predict the reactants needed to synthesize it. The reactants are: C([C:4]1[C:5](=[O:20])[N:6]([C:12]2[C:17]([Cl:18])=[CH:16][CH:15]=[CH:14][C:13]=2[Cl:19])[C:7]([CH3:11])=[CH:8][C:9]=1[OH:10])(=O)C.S(=O)(=O)(O)O. (5) Given the product [CH2:9]([O:16][CH2:17][CH2:18][C@H:19]([O:41][CH2:47][CH2:48][O:49][CH2:50][C:51]1[CH:56]=[CH:55][CH:54]=[CH:53][CH:52]=1)[CH2:20][O:21][C:22]([C:35]1[CH:36]=[CH:37][CH:38]=[CH:39][CH:40]=1)([C:23]1[CH:24]=[CH:25][CH:26]=[CH:27][CH:28]=1)[C:29]1[CH:30]=[CH:31][CH:32]=[CH:33][CH:34]=1)[C:10]1[CH:11]=[CH:12][CH:13]=[CH:14][CH:15]=1, predict the reactants needed to synthesize it. The reactants are: [H-].[Na+].CCCCCC.[CH2:9]([O:16][CH2:17][CH2:18][C@H:19]([OH:41])[CH2:20][O:21][C:22]([C:35]1[CH:40]=[CH:39][CH:38]=[CH:37][CH:36]=1)([C:29]1[CH:34]=[CH:33][CH:32]=[CH:31][CH:30]=1)[C:23]1[CH:28]=[CH:27][CH:26]=[CH:25][CH:24]=1)[C:10]1[CH:15]=[CH:14][CH:13]=[CH:12][CH:11]=1.CS(O[CH2:47][CH2:48][O:49][CH2:50][C:51]1[CH:56]=[CH:55][CH:54]=[CH:53][CH:52]=1)(=O)=O.